From a dataset of TCR-epitope binding with 47,182 pairs between 192 epitopes and 23,139 TCRs. Binary Classification. Given a T-cell receptor sequence (or CDR3 region) and an epitope sequence, predict whether binding occurs between them. (1) Result: 1 (the TCR binds to the epitope). The TCR CDR3 sequence is CASSQPGLAVEQYF. The epitope is VTEHDTLLY. (2) The epitope is VLAWLYAAV. The TCR CDR3 sequence is CASSGTGSYNEQFF. Result: 1 (the TCR binds to the epitope). (3) The epitope is ILHCANFNV. The TCR CDR3 sequence is CASSGDENIQYF. Result: 1 (the TCR binds to the epitope). (4) The epitope is SLFNTVATLY. The TCR CDR3 sequence is CASSTGLAYEQFF. Result: 0 (the TCR does not bind to the epitope).